Dataset: TCR-epitope binding with 47,182 pairs between 192 epitopes and 23,139 TCRs. Task: Binary Classification. Given a T-cell receptor sequence (or CDR3 region) and an epitope sequence, predict whether binding occurs between them. (1) The TCR CDR3 sequence is CASSLSGNQPQHF. Result: 1 (the TCR binds to the epitope). The epitope is IPIQASLPF. (2) The epitope is LPPAYTNSF. The TCR CDR3 sequence is CSVEAGGYNEQFF. Result: 0 (the TCR does not bind to the epitope).